Dataset: Full USPTO retrosynthesis dataset with 1.9M reactions from patents (1976-2016). Task: Predict the reactants needed to synthesize the given product. (1) Given the product [O:25]=[S:2]1(=[O:1])[CH2:3][CH:4]=[C:5]([C:8]2[CH:13]=[CH:12][C:11]([N:14]3[CH2:18][C@H:17]([CH2:19][N:20]4[CH:33]=[C:32]([C:31]([OH:34])=[O:30])[N:22]=[N:21]4)[O:16][C:15]3=[O:23])=[CH:10][C:9]=2[F:24])[CH2:6][CH2:7]1, predict the reactants needed to synthesize it. The reactants are: [O:1]=[S:2]1(=[O:25])[CH2:7][CH:6]=[C:5]([C:8]2[CH:13]=[CH:12][C:11]([N:14]3[CH2:18][C@H:17]([CH2:19][N:20]=[N+:21]=[N-:22])[O:16][C:15]3=[O:23])=[CH:10][C:9]=2[F:24])[CH2:4][CH2:3]1.C([O:30][C:31](=[O:34])[C:32]#[CH:33])(C)(C)C.C(OCC)(=O)C. (2) Given the product [Cl:1][C:2]1[CH:3]=[C:4]2[C:9](=[CH:10][C:11]=1[CH2:12][CH2:13][C:14]([CH3:17])([CH3:15])[CH3:16])[O:8][C@H:7]([C:18]([F:21])([F:19])[F:20])[C:6]([C:22]([OH:24])=[O:23])=[CH:5]2, predict the reactants needed to synthesize it. The reactants are: [Cl:1][C:2]1[CH:3]=[C:4]2[C:9](=[CH:10][C:11]=1[CH2:12][CH2:13][C:14]([CH3:17])([CH3:16])[CH3:15])[O:8][CH:7]([C:18]([F:21])([F:20])[F:19])[C:6]([C:22]([OH:24])=[O:23])=[CH:5]2.C1([C@H](N)C)C2C(=CC=CC=2)C=CC=1. (3) Given the product [CH:27]1([N:14]([CH2:13][CH2:12][CH2:11][C:5]2[C:4]3[C:8](=[CH:9][CH:10]=[C:2]([F:1])[CH:3]=3)[NH:7][CH:6]=2)[CH:15]2[CH2:24][C:23]3[C:18](=[CH:19][CH:20]=[CH:21][C:22]=3[O:25][CH3:26])[O:17][CH2:16]2)[CH2:31][CH2:30][CH2:29][CH2:28]1, predict the reactants needed to synthesize it. The reactants are: [F:1][C:2]1[CH:3]=[C:4]2[C:8](=[CH:9][CH:10]=1)[NH:7][CH:6]=[C:5]2[CH2:11][CH2:12][CH2:13][NH:14][CH:15]1[CH2:24][C:23]2[C:18](=[CH:19][CH:20]=[CH:21][C:22]=2[O:25][CH3:26])[O:17][CH2:16]1.[C:27]1(=O)[CH2:31][CH2:30][CH2:29][CH2:28]1.C(O)(=O)C.C([BH3-])#N.[Na+]. (4) Given the product [CH3:44][N:10]1[C:9]2[CH:8]=[C:7]([CH2:1][CH2:2][CH2:3][CH2:4][CH2:5][CH3:6])[CH:19]=[CH:18][C:17]=2[C:16]2[C:11]1=[CH:12][C:46]([CH2:45][OH:41])=[CH:48][CH:15]=2, predict the reactants needed to synthesize it. The reactants are: [CH2:1]([C:7]1[CH:19]=[CH:18][C:17]2[C:16]3[C:11](=[CH:12]C(COC(C4C=CC=CC=4)(C4C=CC=CC=4)C4C=CC=CC=4)=C[CH:15]=3)[NH:10][C:9]=2[CH:8]=1)[CH2:2][CH2:3][CH2:4][CH2:5][CH3:6].[OH-:41].[Na+].I[CH3:44].[CH3:45][C:46]([CH3:48])=O. (5) Given the product [O:44]1[C:48]2([CH2:53][CH2:52][N:51]([C:12](=[O:13])[CH:11]([NH:15][C:16]([N:18]3[CH2:23][CH2:22][CH:21]([N:24]4[CH2:33][C:32]5[C:27](=[CH:28][CH:29]=[CH:30][CH:31]=5)[NH:26][C:25]4=[O:34])[CH2:20][CH2:19]3)=[O:17])[CH2:10][C:6]3[CH:7]=[C:8]4[C:3](=[CH:4][CH:5]=3)[NH:2][N:1]=[CH:9]4)[CH2:50][CH2:49]2)[O:47][CH2:46][CH2:45]1, predict the reactants needed to synthesize it. The reactants are: [NH:1]1[C:9]2[C:4](=[CH:5][C:6]([CH2:10][CH:11]([NH:15][C:16]([N:18]3[CH2:23][CH2:22][CH:21]([N:24]4[CH2:33][C:32]5[C:27](=[CH:28][CH:29]=[CH:30][CH:31]=5)[NH:26][C:25]4=[O:34])[CH2:20][CH2:19]3)=[O:17])[C:12](O)=[O:13])=[CH:7][CH:8]=2)[CH:3]=[N:2]1.C(N(CC)C(C)C)(C)C.[O:44]1[C:48]2([CH2:53][CH2:52][NH:51][CH2:50][CH2:49]2)[O:47][CH2:46][CH2:45]1.C1CN([P+](ON2N=NC3C=CC=CC2=3)(N2CCCC2)N2CCCC2)CC1.F[P-](F)(F)(F)(F)F. (6) Given the product [NH2:98][CH2:97][C:93]1[CH:92]=[C:91]([NH:90][C:89]([O:88][CH2:87][CH2:86][C:83]2[CH:84]=[CH:85][C:80]([CH:76]([NH:75][C:69]3[CH:68]=[CH:67][C:66]4[C:71](=[CH:72][CH:73]=[CH:74][C:65]=4[N:64]([C:101]([O:103][C:104]([CH3:107])([CH3:106])[CH3:105])=[O:102])[C:62]([O:61][C:57]([CH3:60])([CH3:59])[CH3:58])=[O:63])[CH:70]=3)[C:77]([OH:79])=[O:78])=[CH:81][C:82]=2[CH3:100])=[O:99])[CH:96]=[CH:95][CH:94]=1, predict the reactants needed to synthesize it. The reactants are: NCC1C=C(NC(=O)N(CCC2C=CC(C(NC3C=C4C(=CC=3)C(N(C(OC(C)(C)C)=O)C(OC(C)(C)C)=O)=NC=C4)C(O)=O)=CC=2)C)C=CC=1S(CC)(=O)=O.[C:57]([O:61][C:62]([N:64]([C:101]([O:103][C:104]([CH3:107])([CH3:106])[CH3:105])=[O:102])[C:65]1[CH:74]=[CH:73][CH:72]=[C:71]2[C:66]=1[CH:67]=[CH:68][C:69]([NH:75][CH:76]([C:80]1[CH:85]=[CH:84][C:83]([CH2:86][CH2:87][O:88][C:89](=[O:99])[NH:90][C:91]3[CH:96]=[CH:95][CH:94]=[C:93]([C:97]#[N:98])[CH:92]=3)=[C:82]([CH3:100])[CH:81]=1)[C:77]([OH:79])=[O:78])=[CH:70]2)=[O:63])([CH3:60])([CH3:59])[CH3:58]. (7) Given the product [F:31][C:28]1[CH:29]=[CH:30][C:25]([CH2:24][N:11]2[C:12]3[CH:13]=[CH:14][CH:15]=[CH:16][C:17]=3[C:18]3[CH2:19][C@@H:20]4[CH2:21][O:7][C:6](=[O:5])[N:8]4[CH2:9][C:10]2=3)=[CH:26][CH:27]=1, predict the reactants needed to synthesize it. The reactants are: C([O:5][C:6]([N:8]1[C@@H:20]([C:21](O)=O)[CH2:19][C:18]2[C:17]3[C:12](=[CH:13][CH:14]=[CH:15][CH:16]=3)[N:11]([CH2:24][C:25]3[CH:30]=[CH:29][C:28]([F:31])=[CH:27][CH:26]=3)[C:10]=2[CH2:9]1)=[O:7])(C)(C)C.C(#N)C.N(CCCC(OC(C)(C)C)=O)=C=O.